From a dataset of Catalyst prediction with 721,799 reactions and 888 catalyst types from USPTO. Predict which catalyst facilitates the given reaction. Reactant: [CH:1]1([CH2:5]O)[CH2:4]C[CH2:2]1.[C:24]1(P([C:20]2[CH:25]=[CH:24][CH:23]=[CH:22]C=2)[C:24]2[CH:25]=[CH:20]C=[CH:22][CH:23]=2)[CH:25]=[CH:20]C=[CH:22][CH:23]=1.[N:26](C(OC(C)C)=O)=NC(OC(C)C)=O.C([N:42]([CH2:45][CH3:46])[CH2:43][CH3:44])C.SC[C:49]([OH:51])=[O:50]. Product: [CH:23]1([CH2:22][NH:26][C@H:46]2[CH2:44][CH2:43][N:42]([C:49]([O:51][C:1]([CH3:5])([CH3:4])[CH3:2])=[O:50])[CH2:45]2)[CH2:24][CH2:25][CH2:20]1. The catalyst class is: 7.